Dataset: Forward reaction prediction with 1.9M reactions from USPTO patents (1976-2016). Task: Predict the product of the given reaction. (1) Given the reactants P([O-])([O-])([O-])=O.[Mg+2].[Cl-].[Cl-].[CH:9]1[CH:14]=[N+:13]([C@@H:15]2[O:19][C@H:18]([CH2:20][O:21][P:22]([O:25][P:26]([O:29][CH2:30][C@H:31]3[O:35][C@@H:34]([N:36]4[C:40]5[N:41]=[CH:42][N:43]=[C:44]([NH2:45])[C:39]=5[N:38]=[CH:37]4)[C@H:33]([O:46][P:47]([OH:50])([OH:49])=[O:48])[C@@H:32]3[OH:51])([OH:28])=[O:27])([OH:24])=[O:23])[C@@H:17]([OH:52])[C@H:16]2[OH:53])[CH:12]=[C:11]([C:54]([NH2:56])=[O:55])[CH:10]=1, predict the reaction product. The product is: [CH:42]1[N:43]=[C:44]([NH2:45])[C:39]2[N:38]=[CH:37][N:36]([C@@H:34]3[O:35][C@H:31]([CH2:30][O:29][P:26]([O:25][P:22]([O:21][CH2:20][C@H:18]4[O:19][C@@H:15]([N:13]5[CH:12]=[C:11]([C:54]([NH2:56])=[O:55])[CH2:10][CH:9]=[CH:14]5)[C@H:16]([OH:53])[C@@H:17]4[OH:52])([OH:24])=[O:23])([OH:28])=[O:27])[C@@H:32]([OH:51])[C@H:33]3[O:46][P:47]([OH:50])([OH:49])=[O:48])[C:40]=2[N:41]=1. (2) Given the reactants [F:1][C:2]1[CH:7]=[CH:6][CH:5]=[C:4]([F:8])[C:3]=1[C:9]1[C:17]2[O:16][CH:15]([CH2:18][NH2:19])[CH2:14][C:13]=2[CH:12]=[CH:11][CH:10]=1.C(N(C(C)C)CC)(C)C.Cl[C:30]([O:32][CH2:33][C:34]1[CH:39]=[CH:38][CH:37]=[CH:36][CH:35]=1)=[O:31].C(OC(=O)NCC1CC2C=CC=C(C3CCCC3)C=2O1)C1C=CC=CC=1, predict the reaction product. The product is: [F:1][C:2]1[CH:7]=[CH:6][CH:5]=[C:4]([F:8])[C:3]=1[C:9]1[C:17]2[O:16][CH:15]([CH2:18][NH:19][C:30](=[O:31])[O:32][CH2:33][C:34]3[CH:39]=[CH:38][CH:37]=[CH:36][CH:35]=3)[CH2:14][C:13]=2[CH:12]=[CH:11][CH:10]=1.